Dataset: Drug-target binding data from BindingDB using IC50 measurements. Task: Regression. Given a target protein amino acid sequence and a drug SMILES string, predict the binding affinity score between them. We predict pIC50 (pIC50 = -log10(IC50 in M); higher means more potent). Dataset: bindingdb_ic50. (1) The compound is CC1=C(CC/C(C)=C/CCC2=CC[C@H](C3=CC(=O)OC3O)O[C@H]2O)C(C)(C)CCC1. The target protein (P04054) has sequence MKLLVLAVLLTVAAADSGISPRAVWQFRKMIKCVIPGSDPFLEYNNYGCYCGLGGSGTPVDELDKCCQTHDNCYDQAKKLDSCKFLLDNPYTHTYSYSCSGSAITCSSKNKECEAFICNCDRNAAICFSKAPYNKAHKNLDTKKYCQS. The pIC50 is 4.9. (2) The drug is CNCCN(C)Cc1cn[nH]c1-c1ccc(OC(C)C)c(Cl)c1. The target protein (Q96LA8) has sequence MSQPKKRKLESGGGGEGGEGTEEEDGAEREAALERPRRTKRERDQLYYECYSDVSVHEEMIADRVRTDAYRLGILRNWAALRGKTVLDVGAGTGILSIFCAQAGARRVYAVEASAIWQQAREVVRFNGLEDRVHVLPGPVETVELPEQVDAIVSEWMGYGLLHESMLSSVLHARTKWLKEGGLLLPASAELFIAPISDQMLEWRLGFWSQVKQHYGVDMSCLEGFATRCLMGHSEIVVQGLSGEDVLARPQRFAQLELSRAGLEQELEAGVGGRFRCSCYGSAPMHGFAIWFQVTFPGGESEKPLVLSTSPFHPATHWKQALLYLNEPVQVEQDTDVSGEITLLPSRDNPRRLRVLLRYKVGDQEEKTKDFAMED. The pIC50 is 8.0. (3) The small molecule is CCN(CC)c1ccc(CSC[C@H](NC(=O)[C@H](C)CS)C(=O)O)cc1. The target protein (P19602) has sequence MPEVVDTCSLASPATVCRTKHLHLRCSVDFTRRALTGVAALTIQSQEDNLRSLILDTKDLTIEKVVINGQEVKYALGEKQSYKGSPMEISLPIALSKNQEVVIEISFETSPKSSALQWLTPEQTSGKEHPYLFSQCQAIHCRAFLPCQDTPSVKLTYTAEVSVPKELVALMSAIRDGEAPDPADPSRKIYKFSQKVPIPCYLIALVVGALESRKIGPRTLVWSEKEQVDKSAYEFSETESMLKIAEDLGGPYVWGQYDRLVLPPSFSYGGMENPCLTFVTPTLLAGDKSLSNVIAHEISHTWTGNLVTNKTWDHFWLNEGHTVYLERHICGRLFGEKFRHFHALGGWGELQNTVKTLGETQAFTKLVVDLTDTDPDVAYSSVPYEKGFALLFHLEQLLGGPEVFLGFLKAYVEKFSYKSITTDDWKNFLFSHFKDKVDILNQVDWDAWLYSPGLPPIKPNYDMTLTNACIALSQRWITAKEKDLNTFSATDLKDLSSHQV.... The pIC50 is 6.0. (4) The compound is CCOc1ccc(-c2nc3ccc(-c4nc5ccc(N6CCN(C)CC6)cc5[nH]4)cc3[nH]2)cc1. The target protein (O94956) has sequence MGPRIGPAGEVPQVPDKETKATMGTENTPGGKASPDPQDVRPSVFHNIKLFVLCHSLLQLAQLMISGYLKSSISTVEKRFGLSSQTSGLLASFNEVGNTALIVFVSYFGSRVHRPRMIGYGAILVALAGLLMTLPHFISEPYRYDNTSPEDMPQDFKASLCLPTTSAPASAPSNGNCSSYTETQHLSVVGIMFVAQTLLGVGGVPIQPFGISYIDDFAHNSNSPLYLGILFAVTMMGPGLAFGLGSLMLRLYVDINQMPEGGISLTIKDPRWVGAWWLGFLIAAGAVALAAIPYFFFPKEMPKEKRELQFRRKVLAVTDSPARKGKDSPSKQSPGESTKKQDGLVQIAPNLTVIQFIKVFPRVLLQTLRHPIFLLVVLSQVCLSSMAAGMAIFLPKFLERQFSITASYANLLIGCLSFPSVIVGIVVGGVLVKRLHLGPVGCGALCLLGMLLCLFFSLPLFFIGCSSHQIAGITHQTSAHPGLELSPSCMEACSCPLDGF.... The pIC50 is 4.3. (5) The drug is CCCCCCCCCc1ccc(CNCCC(O)C(=O)O)cc1. The target protein (O95977) has sequence MNATGTPVAPESCQQLAAGGHSRLIVLHYNHSGRLAGRGGPEDGGLGALRGLSVAASCLVVLENLLVLAAITSHMRSRRWVYYCLVNITLSDLLTGAAYLANVLLSGARTFRLAPAQWFLREGLLFTALAASTFSLLFTAGERFATMVRPVAESGATKTSRVYGFIGLCWLLAALLGMLPLLGWNCLCAFDRCSSLLPLYSKRYILFCLVIFAGVLATIMGLYGAIFRLVQASGQKAPRPAARRKARRLLKTVLMILLAFLVCWGPLFGLLLADVFGSNLWAQEYLRGMDWILALAVLNSAVNPIIYSFRSREVCRAVLSFLCCGCLRLGMRGPGDCLARAVEAHSGASTTDSSLRPRDSFRGSRSLSFRMREPLSSISSVRSI. The pIC50 is 5.9. (6) The drug is O=C(C=Cc1ccc(Cl)cc1)C[C@@H]1O[C@H](CO)[C@@H](O)[C@H](O)[C@H]1O. The target protein (P43428) has sequence MEERMNVLHDFGIQSTRYLQVNYEDSQDWFVLVSVIADLRNAFYVLFPIWFHIQETVGINLLWVAVVGDWFNLVFKWILFGQRPYWWVLDTDYYSNSSVPLIKQFPVTCETGPGSPSGHAMGTAGVYYVMVTSTLAIFRGKKKSTYGFRCLNVVLWLGYWAVQLNVCLSRIYLAAHFPHQVVAGVLSGIAVAETFSHIRGIYNASLQRYCLITFFLFGFALGFYLLLKGLGVDLLWTLEKAKRWCERPEWVHLDTTPFASLFKNLGTLLGLGLALNSSMYRKSCKGELRKSLPFRLACIVASLGLLHLFDSLKPPSQIESIFYILSFCKSATVPFASVSLIPYCLARLLGQTHKKSL. The pIC50 is 4.1. (7) The compound is Cn1c2ccccc2c(=O)c2cc(C#CC3(O)CCCCC3)ccc21. The target protein (P06492) has sequence MDLLVDELFADMNADGASPPPPRPAGGPKNTPAAPPLYATGRLSQAQLMPSPPMPVPPAALFNRLLDDLGFSAGPALCTMLDTWNEDLFSALPTNADLYRECKFLSTLPSDVVEWGDAYVPERTQIDIRAHGDVAFPTLPATRDGLGLYYEALSRFFHAELRAREESYRTVLANFCSALYRYLRASVRQLHRQAHMRGRDRDLGEMLRATIADRYYRETARLARVLFLHLYLFLTREILWAAYAEQMMRPDLFDCLCCDLESWRQLAGLFQPFMFVNGALTVRGVPIEARRLRELNHIREHLNLPLVRSAATEEPGAPLTTPPTLHGNQARASGYFMVLIRAKLDSYSSFTTSPSEAVMREHAYSRARTKNNYGSTIEGLLDLPDDDAPEEAGLAAPRLSFLPAGHTRRLSTAPPTDVSLGDELHLDGEDVAMAHADALDDFDLDMLGDGDSPGPGFTPHDSAPYGALDMADFEFEQMFTDALGIDEYGG. The pIC50 is 4.1.